This data is from Peptide-MHC class I binding affinity with 185,985 pairs from IEDB/IMGT. The task is: Regression. Given a peptide amino acid sequence and an MHC pseudo amino acid sequence, predict their binding affinity value. This is MHC class I binding data. (1) The peptide sequence is VPSIKAGNDI. The MHC is HLA-B53:01 with pseudo-sequence HLA-B53:01. The binding affinity (normalized) is 0. (2) The peptide sequence is ITTESIVIW. The MHC is HLA-B53:01 with pseudo-sequence HLA-B53:01. The binding affinity (normalized) is 0.342. (3) The peptide sequence is PGYRWMCLRR. The MHC is HLA-A31:01 with pseudo-sequence HLA-A31:01. The binding affinity (normalized) is 0.251. (4) The peptide sequence is DVTTFLSML. The MHC is H-2-Kb with pseudo-sequence H-2-Kb. The binding affinity (normalized) is 0.362. (5) The MHC is HLA-A02:16 with pseudo-sequence HLA-A02:16. The peptide sequence is LITEQFLCY. The binding affinity (normalized) is 0.0847. (6) The MHC is HLA-A11:01 with pseudo-sequence HLA-A11:01. The peptide sequence is TVKTNLYMK. The binding affinity (normalized) is 0.742. (7) The peptide sequence is ALILAYSNK. The MHC is HLA-A33:01 with pseudo-sequence HLA-A33:01. The binding affinity (normalized) is 0.0134. (8) The peptide sequence is LIPDGDGEV. The MHC is HLA-A03:01 with pseudo-sequence HLA-A03:01. The binding affinity (normalized) is 0.0847.